Dataset: Reaction yield outcomes from USPTO patents with 853,638 reactions. Task: Predict the reaction yield, written as a fraction of the theoretical maximum amount of product (1.0 means a 100% yield; for example, 0.34 means a 34% yield). The reactants are [Cl:1][C:2]1[CH:3]=[C:4]([CH2:8][C:9]([OH:11])=O)[CH:5]=[CH:6][CH:7]=1.C(Cl)(=O)C(Cl)=O.[NH2:18][C:19](=[N:25]O)[C:20]([O:22][CH2:23][CH3:24])=[O:21].C(N(CC)C(C)C)(C)C. The catalyst is ClCCl.N1C=CC=CC=1.CN(C=O)C. The product is [Cl:1][C:2]1[CH:3]=[C:4]([CH:5]=[CH:6][CH:7]=1)[CH2:8][C:9]1[O:11][N:25]=[C:19]([C:20]([O:22][CH2:23][CH3:24])=[O:21])[N:18]=1. The yield is 0.280.